From a dataset of Full USPTO retrosynthesis dataset with 1.9M reactions from patents (1976-2016). Predict the reactants needed to synthesize the given product. (1) Given the product [Cl:31][C:32]1[C:33]([F:42])=[C:34]([S:38]([N:19]2[CH2:18][CH:17]([C:15]([N:12]3[CH2:13][CH2:14][N:9]([C:3]4[CH:4]=[C:5]([CH3:8])[CH:6]=[CH:7][C:2]=4[CH3:1])[CH2:10][CH2:11]3)=[O:16])[N:21]([C:22]3[CH:23]=[CH:24][CH:25]=[CH:26][CH:27]=3)[C:20]2=[O:28])(=[O:40])=[O:39])[CH:35]=[CH:36][CH:37]=1, predict the reactants needed to synthesize it. The reactants are: [CH3:1][C:2]1[CH:7]=[CH:6][C:5]([CH3:8])=[CH:4][C:3]=1[N:9]1[CH2:14][CH2:13][N:12]([C:15]([CH:17]2[N:21]([C:22]3[CH:27]=[CH:26][CH:25]=[CH:24][CH:23]=3)[C:20](=[O:28])[NH:19][CH2:18]2)=[O:16])[CH2:11][CH2:10]1.[H-].[Na+].[Cl:31][C:32]1[C:33]([F:42])=[C:34]([S:38](Cl)(=[O:40])=[O:39])[CH:35]=[CH:36][CH:37]=1. (2) Given the product [CH:21]([N:16]1[C:17](=[O:20])[CH:18]=[CH:19][C:14]([C:31]#[C:30][Si:27]([CH3:29])([CH3:28])[CH3:26])=[N:15]1)([CH3:23])[CH3:22], predict the reactants needed to synthesize it. The reactants are: C(N(CC)CC)C.FC(F)(F)S(O[C:14]1[CH:19]=[CH:18][C:17](=[O:20])[N:16]([CH:21]([CH3:23])[CH3:22])[N:15]=1)(=O)=O.[CH3:26][Si:27]([C:30]#[CH:31])([CH3:29])[CH3:28].O. (3) Given the product [N+:1]([C:4]1[CH:11]=[CH:10][C:7]([CH2:8][N:12]2[CH:16]=[N:15][CH:14]=[N:13]2)=[CH:6][CH:5]=1)([O-:3])=[O:2], predict the reactants needed to synthesize it. The reactants are: [N+:1]([C:4]1[CH:11]=[CH:10][C:7]([CH2:8]Br)=[CH:6][CH:5]=1)([O-:3])=[O:2].[NH:12]1[CH:16]=[N:15][CH:14]=[N:13]1.C1CCN2C(=NCCC2)CC1. (4) Given the product [CH:12]1([NH:16][C:2]2[N:3]=[CH:4][C:5]([F:11])=[CH:6][C:7]=2[C:8]([OH:10])=[O:9])[CH2:15][CH2:14][CH2:13]1, predict the reactants needed to synthesize it. The reactants are: Cl[C:2]1[C:7]([C:8]([OH:10])=[O:9])=[CH:6][C:5]([F:11])=[CH:4][N:3]=1.[CH:12]1([NH2:16])[CH2:15][CH2:14][CH2:13]1.C(=O)([O-])[O-].[K+].[K+]. (5) Given the product [NH2:1][C:2]1[N:6]([CH:7]2[CH2:12][CH2:11][CH2:10][N:9]([C:36]([C:33]3[CH2:34][CH2:35][N:30]([CH3:29])[CH2:31][CH:32]=3)=[O:37])[CH2:8]2)[N:5]=[C:4]([C:13]2[CH:14]=[CH:15][C:16]([O:19][C:20]3[CH:25]=[CH:24][CH:23]=[CH:22][CH:21]=3)=[CH:17][CH:18]=2)[C:3]=1[C:26]([NH2:28])=[O:27], predict the reactants needed to synthesize it. The reactants are: [NH2:1][C:2]1[N:6]([CH:7]2[CH2:12][CH2:11][CH2:10][NH:9][CH2:8]2)[N:5]=[C:4]([C:13]2[CH:18]=[CH:17][C:16]([O:19][C:20]3[CH:25]=[CH:24][CH:23]=[CH:22][CH:21]=3)=[CH:15][CH:14]=2)[C:3]=1[C:26]([NH2:28])=[O:27].[CH3:29][N:30]1[CH2:35][CH:34]=[C:33]([C:36](O)=[O:37])[CH2:32][CH2:31]1. (6) Given the product [C:1]([C:5]1[N:9]([CH2:10][CH:11]2[CH2:16][CH2:15][O:14][CH2:13][CH2:12]2)[C:8]2[CH:17]=[CH:18][C:19]([S:21]([N:27]([CH2:28][CH3:29])[CH2:25][CH3:26])(=[O:23])=[O:22])=[CH:20][C:7]=2[N:6]=1)([CH3:4])([CH3:3])[CH3:2], predict the reactants needed to synthesize it. The reactants are: [C:1]([C:5]1[N:9]([CH2:10][CH:11]2[CH2:16][CH2:15][O:14][CH2:13][CH2:12]2)[C:8]2[CH:17]=[CH:18][C:19]([S:21](Cl)(=[O:23])=[O:22])=[CH:20][C:7]=2[N:6]=1)([CH3:4])([CH3:3])[CH3:2].[CH2:25]([NH:27][CH2:28][CH3:29])[CH3:26].